This data is from Catalyst prediction with 721,799 reactions and 888 catalyst types from USPTO. The task is: Predict which catalyst facilitates the given reaction. (1) Reactant: [CH3:1][N:2]1[C:11]2[C:6](=[C:7]([CH2:12][CH:13]=O)[CH:8]=[CH:9][CH:10]=2)[CH2:5][CH2:4][C:3]1=[O:15].[CH3:16][NH:17][C:18]([C:20]1[O:21][C:22]2[CH:28]=[CH:27][CH:26]=[C:25]([N:29]3[CH2:34][CH2:33][NH:32][CH2:31][CH2:30]3)[C:23]=2[CH:24]=1)=[O:19].CO.C(O[BH-](OC(=O)C)OC(=O)C)(=O)C.[Na+]. Product: [CH3:16][NH:17][C:18]([C:20]1[O:21][C:22]2[CH:28]=[CH:27][CH:26]=[C:25]([N:29]3[CH2:34][CH2:33][N:32]([CH2:13][CH2:12][C:7]4[CH:8]=[CH:9][CH:10]=[C:11]5[C:6]=4[CH2:5][CH2:4][C:3](=[O:15])[N:2]5[CH3:1])[CH2:31][CH2:30]3)[C:23]=2[CH:24]=1)=[O:19]. The catalyst class is: 46. (2) Reactant: [OH:1][CH2:2][CH:3]1[CH2:7][S:6][C:5]([NH:8][C:9](=[O:15])[O:10][C:11]([CH3:14])([CH3:13])[CH3:12])=[N:4]1.[C:16]1([CH3:26])[CH:21]=[CH:20][C:19]([S:22](Cl)(=[O:24])=[O:23])=[CH:18][CH:17]=1.C(N(CC)CC)C. Product: [C:16]1([CH3:26])[CH:21]=[CH:20][C:19]([S:22]([O:1][CH2:2][CH:3]2[CH2:7][S:6][C:5]([NH:8][C:9](=[O:15])[O:10][C:11]([CH3:12])([CH3:14])[CH3:13])=[N:4]2)(=[O:24])=[O:23])=[CH:18][CH:17]=1. The catalyst class is: 4.